This data is from Peptide-MHC class I binding affinity with 185,985 pairs from IEDB/IMGT. The task is: Regression. Given a peptide amino acid sequence and an MHC pseudo amino acid sequence, predict their binding affinity value. This is MHC class I binding data. (1) The peptide sequence is QEPGIFCAI. The MHC is HLA-B15:01 with pseudo-sequence HLA-B15:01. The binding affinity (normalized) is 0.312. (2) The binding affinity (normalized) is 0.541. The MHC is HLA-A31:01 with pseudo-sequence HLA-A31:01. The peptide sequence is GALHLYFDK. (3) The peptide sequence is GPFEASWAI. The MHC is HLA-B51:01 with pseudo-sequence HLA-B51:01. The binding affinity (normalized) is 0.361. (4) The peptide sequence is LDRFGLAESLL. The MHC is Mamu-A11 with pseudo-sequence Mamu-A11. The binding affinity (normalized) is 0.177. (5) The peptide sequence is EEFLQCGRL. The MHC is HLA-B44:02 with pseudo-sequence HLA-B44:02. The binding affinity (normalized) is 0.0847. (6) The peptide sequence is EEISSIISL. The MHC is HLA-B40:01 with pseudo-sequence HLA-B40:01. The binding affinity (normalized) is 0.898. (7) The peptide sequence is ELDEIGEDV. The MHC is HLA-A02:11 with pseudo-sequence HLA-A02:11. The binding affinity (normalized) is 0.547. (8) The peptide sequence is AMAAQLQAV. The MHC is HLA-A02:06 with pseudo-sequence HLA-A02:06. The binding affinity (normalized) is 0.968.